The task is: Predict which catalyst facilitates the given reaction.. This data is from Catalyst prediction with 721,799 reactions and 888 catalyst types from USPTO. (1) Reactant: C(OC([NH:11][C:12]1[C:13]([C:29]([NH:31][C:32]2[CH:33]=[N:34][CH:35]=[CH:36][C:37]=2[N:38]2[CH2:43][C@H:42]([CH3:44])[C@H:41]([NH:45][C:46](=[O:49])[O:47][CH3:48])[C@H:40]([NH:50]C(=O)OC(C)(C)C)[CH2:39]2)=[O:30])=[N:14][C:15]2[C:20]([CH:21]=1)=[CH:19][CH:18]=[C:17]([N:22]1[CH2:27][CH2:26][N:25]([CH3:28])[CH2:24][CH2:23]1)[CH:16]=2)=O)C1C=CC=CC=1. Product: [NH2:50][C@H:40]1[C@@H:41]([NH:45][C:46](=[O:49])[O:47][CH3:48])[C@@H:42]([CH3:44])[CH2:43][N:38]([C:37]2[CH:36]=[CH:35][N:34]=[CH:33][C:32]=2[NH:31][C:29]([C:13]2[C:12]([NH2:11])=[CH:21][C:20]3[C:15](=[CH:16][C:17]([N:22]4[CH2:27][CH2:26][N:25]([CH3:28])[CH2:24][CH2:23]4)=[CH:18][CH:19]=3)[N:14]=2)=[O:30])[CH2:39]1. The catalyst class is: 19. (2) Reactant: [CH:1]1([CH2:4][C:5]([C:7]2[CH:8]=[C:9]([CH:14]=[CH:15][C:16]=2[CH3:17])[C:10]([O:12][CH3:13])=[O:11])=[O:6])[CH2:3][CH2:2]1.[Br:18]Br. Product: [Br:18][CH:4]([CH:1]1[CH2:3][CH2:2]1)[C:5]([C:7]1[CH:8]=[C:9]([CH:14]=[CH:15][C:16]=1[CH3:17])[C:10]([O:12][CH3:13])=[O:11])=[O:6]. The catalyst class is: 22. (3) Reactant: C[O:2][C:3](=[O:43])[C@H:4]([CH2:12][C:13]1[CH:18]=[C:17]([Cl:19])[C:16]([O:20][CH2:21][CH2:22][C:23]2[N:24]=[C:25]([C:28]3[CH:33]=[CH:32][CH:31]=[C:30]([O:34]CC4C=CC=CC=4)[CH:29]=3)[O:26][CH:27]=2)=[C:15]([Cl:42])[CH:14]=1)[NH:5]C(=O)C(F)(F)F.Cl. Product: [Cl:19][C:17]1[CH:18]=[C:13]([CH:14]=[C:15]([Cl:42])[C:16]=1[O:20][CH2:21][CH2:22][C:23]1[N:24]=[C:25]([C:28]2[CH:33]=[CH:32][CH:31]=[C:30]([OH:34])[CH:29]=2)[O:26][CH:27]=1)[CH2:12][C@@H:4]([C:3]([OH:43])=[O:2])[NH2:5]. The catalyst class is: 15. (4) Reactant: P([O-])([O-])([O-])=O.[K+].[K+].[K+].Cl[C:10]1[CH:11]=[CH:12][C:13]2[N:19]3[CH2:20][C@H:16]([CH2:17][CH2:18]3)[N:15]([C:21]([NH:23][C:24]3[CH:25]=[N:26][CH:27]=[CH:28][CH:29]=3)=[O:22])[C:14]=2[N:30]=1.[CH3:31][N:32]1[CH:37]=[C:36](B2OC(C)(C)C(C)(C)O2)[CH:35]=[CH:34][C:33]1=[O:47].CC(C1C=C(C(C)C)C(C2C=CC=CC=2P(C2CCCCC2)C2CCCCC2)=C(C(C)C)C=1)C. Product: [CH3:31][N:32]1[C:33](=[O:47])[CH:34]=[CH:35][C:36]([C:10]2[CH:11]=[CH:12][C:13]3[N:19]4[CH2:20][C@H:16]([CH2:17][CH2:18]4)[N:15]([C:21]([NH:23][C:24]4[CH:25]=[N:26][CH:27]=[CH:28][CH:29]=4)=[O:22])[C:14]=3[N:30]=2)=[CH:37]1. The catalyst class is: 488.